From a dataset of NCI-60 drug combinations with 297,098 pairs across 59 cell lines. Regression. Given two drug SMILES strings and cell line genomic features, predict the synergy score measuring deviation from expected non-interaction effect. Synergy scores: CSS=35.6, Synergy_ZIP=-2.10, Synergy_Bliss=-1.94, Synergy_Loewe=-36.9, Synergy_HSA=-2.92. Drug 1: C1C(C(OC1N2C=NC3=C(N=C(N=C32)Cl)N)CO)O. Drug 2: CC(C)NC(=O)C1=CC=C(C=C1)CNNC.Cl. Cell line: ACHN.